This data is from Experimentally validated miRNA-target interactions with 360,000+ pairs, plus equal number of negative samples. The task is: Binary Classification. Given a miRNA mature sequence and a target amino acid sequence, predict their likelihood of interaction. (1) The miRNA is hsa-miR-302a-3p with sequence UAAGUGCUUCCAUGUUUUGGUGA. The protein sequence of the target gene is MAAQLLEEKLTCAICLGLYQDPVTLPCGHNFCGACIRDWWDRCGKACPECREPFPDGAELRRNVALSGVLEVVRAGPARDPGPDPGPGPDPAARCPRHGRPLELFCRTEGRCVCSVCTVRECRLHERALLDAERLKREAQLRASLEVTQQQATQAEGQLLELRKQSSQIQNSACILASWVSGKFSSLLQALEIQHTTALRSIEVAKTQALAQARDEEQRLRVHLEAVARHGCRIRELLEQVDEQTFLQESQLLQPPGPLGPLTPLQWDEDQQLGDLKQLLSRLCGLLLEEGSHPGAPAKP.... Result: 1 (interaction). (2) The miRNA is mmu-miR-1a-3p with sequence UGGAAUGUAAAGAAGUAUGUAU. The protein sequence of the target gene is MESEQLFHRGYYRNSYNSITSASSDEELLDGAGAIMDFQTSEDDNLLDGDTAAGTHYTMTNGGSINSSTHLLDLLDEPIPGVGTYDDFHTIDWVREKCKDRERHRRINSKKKESAWEMTKSLYDAWSGWLVVTLTGLASGALAGLIDIAADWMTDLKEGICLSALWYNHEQCCWGSNETTFEERDKCPQWKTWAELIIGQAEGPGSYIMNYIMYIFWALSFAFLAVSLVKVFAPYACGSGIPEIKTILSGFIIRGYLGKWTLMIKTITLVLAVASGLSLGKEGPLVHVACCCGNIFSYLF.... Result: 1 (interaction). (3) The miRNA is mmu-miR-1938 with sequence CGGUGGGACUUGUAGUUCGGUC. The protein sequence of the target gene is MTSLNGRHAEKTIDMPKPSAPKVHVQRSVSRDTIAIHFSASGEEEEEEEEEFRGYLEEGLDDQSIVTGLEAKEDLYLESQGGHDPAGPVSTAPADGLSVSESPAILPVSENTVKLLESPAPALQVLSPVPLALSPGSSSSGPLASSPSVSSLSEQKTSSSSPLSSPSKSPVLSSSASSSALSSAKPFMSLVKSLSTEVEPKESPHPPRHRHLMKTLVKSLSTDTSRQESDTVSYKPPDSKLNLHLFKQFTQPRNTGGDSKTAPSSPLTSPSDTRSFFKVPEMEAKIEDTKRRLSEVIYEP.... Result: 0 (no interaction).